Dataset: Forward reaction prediction with 1.9M reactions from USPTO patents (1976-2016). Task: Predict the product of the given reaction. (1) Given the reactants [CH3:1][C:2]1([CH3:23])[O:7][C:6]2[CH:8]=[CH:9][C:10]([C:12]3[CH:13]=[C:14]([CH:20]=[CH:21][CH:22]=3)[C:15]([N:17]([CH3:19])[CH3:18])=O)=[N:11][C:5]=2[NH:4][CH2:3]1.S(C)C.CO, predict the reaction product. The product is: [CH3:1][C:2]1([CH3:23])[O:7][C:6]2[CH:8]=[CH:9][C:10]([C:12]3[CH:13]=[C:14]([CH2:15][N:17]([CH3:18])[CH3:19])[CH:20]=[CH:21][CH:22]=3)=[N:11][C:5]=2[NH:4][CH2:3]1. (2) Given the reactants C[C:2](C)([O-:4])C.[K+].[CH:7]1[CH:12]=[N:11][CH:10]=[C:9](CO)[CH:8]=1.[C:15]([O:19][C:20](=[O:34])[NH:21][CH:22]1[CH2:26][CH2:25][N:24]([C:27]2[C:32](Cl)=[N:31][CH:30]=[CH:29][N:28]=2)[CH2:23]1)([CH3:18])([CH3:17])[CH3:16], predict the reaction product. The product is: [C:15]([O:19][C:20](=[O:34])[NH:21][CH:22]1[CH2:26][CH2:25][N:24]([C:27]2[C:32]([O:4][CH2:2][C:8]3[CH:7]=[CH:12][N:11]=[CH:10][CH:9]=3)=[N:31][CH:30]=[CH:29][N:28]=2)[CH2:23]1)([CH3:18])([CH3:17])[CH3:16]. (3) Given the reactants C([O:8][C:9]1[CH:17]=[CH:16][CH:15]=[C:14]2[C:10]=1[C:11]([CH2:18][CH:19]([NH:24][S:25]([C:28]1[C:33]([CH3:34])=[CH:32][C:31]([CH3:35])=[CH:30][C:29]=1[CH3:36])(=[O:27])=[O:26])[C:20]([F:23])([F:22])[F:21])=[CH:12][NH:13]2)C1C=CC=CC=1.C([O-])=O.[NH4+], predict the reaction product. The product is: [CH3:34][C:33]1[CH:32]=[C:31]([CH3:35])[CH:30]=[C:29]([CH3:36])[C:28]=1[S:25]([NH:24][CH:19]([CH2:18][C:11]1[C:10]2[C:14](=[CH:15][CH:16]=[CH:17][C:9]=2[OH:8])[NH:13][CH:12]=1)[C:20]([F:23])([F:21])[F:22])(=[O:27])=[O:26]. (4) Given the reactants Cl[C:2]1[N:7]=[CH:6][C:5]2[C:8]([N:14]3[CH2:20][CH:19]4[O:21][CH:16]([CH2:17][CH2:18]4)[CH2:15]3)=[N:9][N:10]([CH:11]([CH3:13])[CH3:12])[C:4]=2[CH:3]=1.[CH:22]1([S:25]([N:28]2[CH:32]=[C:31]([C:33]3[N:38]=[C:37]([NH2:39])[CH:36]=[CH:35][N:34]=3)[CH:30]=[N:29]2)(=[O:27])=[O:26])[CH2:24][CH2:23]1.C1(P(C2C=CC=CC=2)C2C3OC4C(=CC=CC=4P(C4C=CC=CC=4)C4C=CC=CC=4)C(C)(C)C=3C=CC=2)C=CC=CC=1.C(=O)([O-])[O-].[Cs+].[Cs+], predict the reaction product. The product is: [CH:16]12[O:21][CH:19]([CH2:18][CH2:17]1)[CH2:20][N:14]([C:8]1[C:5]3[CH:6]=[N:7][C:2]([NH:39][C:37]4[CH:36]=[CH:35][N:34]=[C:33]([C:31]5[CH:30]=[N:29][N:28]([S:25]([CH:22]6[CH2:24][CH2:23]6)(=[O:27])=[O:26])[CH:32]=5)[N:38]=4)=[CH:3][C:4]=3[N:10]([CH:11]([CH3:13])[CH3:12])[N:9]=1)[CH2:15]2. (5) Given the reactants [Br:1][C:2]1[CH:3]=[N:4][CH:5]=[C:6]([CH:12]=1)[C:7](OCC)=[O:8].[BH4-].[Na+].O, predict the reaction product. The product is: [Br:1][C:2]1[CH:12]=[C:6]([CH2:7][OH:8])[CH:5]=[N:4][CH:3]=1. (6) Given the reactants [F:1][C:2]1[CH:7]=[CH:6][C:5]([CH2:8][C:9]2[C:10](=[O:25])[NH:11][N:12]=[CH:13][C:14]=2[C:15]2[CH:20]=[CH:19][C:18]([S:21]([CH3:24])(=[O:23])=[O:22])=[CH:17][CH:16]=2)=[CH:4][CH:3]=1.I[C:27]1[CH:32]=[CH:31][C:30]([F:33])=[CH:29][CH:28]=1.N, predict the reaction product. The product is: [F:33][C:30]1[CH:31]=[CH:32][C:27]([N:11]2[C:10](=[O:25])[C:9]([CH2:8][C:5]3[CH:6]=[CH:7][C:2]([F:1])=[CH:3][CH:4]=3)=[C:14]([C:15]3[CH:20]=[CH:19][C:18]([S:21]([CH3:24])(=[O:23])=[O:22])=[CH:17][CH:16]=3)[CH:13]=[N:12]2)=[CH:28][CH:29]=1. (7) Given the reactants Br[C:2]1[CH:3]=[C:4]([CH:29]=[CH:30][CH:31]=1)[C:5]([NH:7][CH:8]([C:10]1[N:15]=[N:14][C:13]([NH:16][C:17]2[CH:22]=[C:21]([O:23][CH3:24])[C:20]([O:25][CH3:26])=[C:19]([O:27][CH3:28])[CH:18]=2)=[N:12][CH:11]=1)[CH3:9])=[O:6].NC(C1N=NC(NC2C=C(OC)C(OC)=C(OC)C=2)=NC=1)C.[O:54]1C2C=CC(C(O)=O)=CC=2[O:56][CH2:55]1.C(N(C(C)C)CC)(C)C.F[P-](F)(F)(F)(F)F.N1(OC(N(C)C)=[N+](C)C)C2N=CC=CC=2N=N1, predict the reaction product. The product is: [CH3:28][O:27][C:19]1[CH:18]=[C:17]([NH:16][C:13]2[N:14]=[N:15][C:10]([CH:8]([NH:7][C:5]([C:4]3[CH:29]=[CH:30][C:31]4[O:54][CH2:55][O:56][C:2]=4[CH:3]=3)=[O:6])[CH3:9])=[CH:11][N:12]=2)[CH:22]=[C:21]([O:23][CH3:24])[C:20]=1[O:25][CH3:26].